The task is: Predict the reaction yield, written as a fraction of the theoretical maximum amount of product (1.0 means a 100% yield; for example, 0.34 means a 34% yield).. This data is from Reaction yield outcomes from USPTO patents with 853,638 reactions. The reactants are CCN(C(C)C)C(C)C.[CH3:10][O:11][C:12]1[CH:27]=[C:26]([O:28][CH3:29])[CH:25]=[CH:24][C:13]=1[CH2:14][NH:15][C:16]1[CH:21]=[C:20]([I:22])[C:19]([CH3:23])=[CH:18][N:17]=1.[CH:30]1([C:33](Cl)=[O:34])[CH2:32][CH2:31]1. The catalyst is C(Cl)Cl.[Cl-].[NH4+]. The product is [CH3:10][O:11][C:12]1[CH:27]=[C:26]([O:28][CH3:29])[CH:25]=[CH:24][C:13]=1[CH2:14][N:15]([C:16]1[CH:21]=[C:20]([I:22])[C:19]([CH3:23])=[CH:18][N:17]=1)[C:33]([CH:30]1[CH2:32][CH2:31]1)=[O:34]. The yield is 0.780.